From a dataset of Reaction yield outcomes from USPTO patents with 853,638 reactions. Predict the reaction yield, written as a fraction of the theoretical maximum amount of product (1.0 means a 100% yield; for example, 0.34 means a 34% yield). (1) The reactants are I[C:2]1[CH:7]=[CH:6][C:5]([N+:8]([O-:10])=[O:9])=[CH:4][CH:3]=1.[CH3:11][PH:12](=[O:14])[CH3:13].C([O-])([O-])=O.[Cs+].[Cs+]. The catalyst is O1CCOCC1.C1C=CC(/C=C/C(/C=C/C2C=CC=CC=2)=O)=CC=1.C1C=CC(/C=C/C(/C=C/C2C=CC=CC=2)=O)=CC=1.[Pd].CC1(C)C2C(=C(P(C3C=CC=CC=3)C3C=CC=CC=3)C=CC=2)OC2C(P(C3C=CC=CC=3)C3C=CC=CC=3)=CC=CC1=2. The product is [CH3:11][P:12](=[O:14])([CH3:13])[C:2]1[CH:7]=[CH:6][C:5]([N+:8]([O-:10])=[O:9])=[CH:4][CH:3]=1. The yield is 0.360. (2) The reactants are [CH:1]1([CH:7]([C:9]2[C:10]([CH2:24][CH3:25])=[N:11][N:12]([C:14]3[CH:19]=[CH:18][C:17]([C:20]([F:23])([F:22])[F:21])=[CH:16][CH:15]=3)[CH:13]=2)O)[CH2:6][CH2:5][CH2:4][CH2:3][CH2:2]1.[NH2:26][C:27]1[CH:32]=[CH:31][C:30]([C:33]([NH:35][CH2:36][CH2:37][C:38]([O:40]CC)=[O:39])=[O:34])=[CH:29][CH:28]=1. No catalyst specified. The product is [CH:1]1([CH:7]([NH:26][C:27]2[CH:28]=[CH:29][C:30]([C:33]([NH:35][CH2:36][CH2:37][C:38]([OH:40])=[O:39])=[O:34])=[CH:31][CH:32]=2)[C:9]2[C:10]([CH2:24][CH3:25])=[N:11][N:12]([C:14]3[CH:19]=[CH:18][C:17]([C:20]([F:23])([F:22])[F:21])=[CH:16][CH:15]=3)[CH:13]=2)[CH2:6][CH2:5][CH2:4][CH2:3][CH2:2]1. The yield is 0.0600.